This data is from Forward reaction prediction with 1.9M reactions from USPTO patents (1976-2016). The task is: Predict the product of the given reaction. (1) Given the reactants [Cl:1][C:2]1[N:6]([C:7]2[N:11]([CH3:12])[N:10]=[CH:9][C:8]=2[Cl:13])[CH:5]=[C:4]([C:14]([OH:16])=O)[CH:3]=1.[NH2:17][C@@H:18]([CH2:31][C:32]1[CH:37]=[CH:36][CH:35]=[C:34]([F:38])[CH:33]=1)[CH2:19][N:20]1[C:28](=[O:29])[C:27]2[C:22](=[CH:23][CH:24]=[CH:25][CH:26]=2)[C:21]1=[O:30].C(N(CC)C(C)C)(C)C.F[P-](F)(F)(F)(F)F.Br[P+](N1CCCC1)(N1CCCC1)N1CCCC1, predict the reaction product. The product is: [Cl:1][C:2]1[N:6]([C:7]2[N:11]([CH3:12])[N:10]=[CH:9][C:8]=2[Cl:13])[CH:5]=[C:4]([C:14]([NH:17][C@@H:18]([CH2:31][C:32]2[CH:37]=[CH:36][CH:35]=[C:34]([F:38])[CH:33]=2)[CH2:19][N:20]2[C:28](=[O:29])[C:27]3[C:22](=[CH:23][CH:24]=[CH:25][CH:26]=3)[C:21]2=[O:30])=[O:16])[CH:3]=1. (2) Given the reactants [CH:1]12[CH2:7][CH:4]([CH2:5][CH2:6]1)[CH2:3][CH:2]2[N:8]1[C:11](=[O:12])[C:10]([CH3:14])([CH3:13])[NH:9]1.[Cl:15][C:16]1[C:23]([Cl:24])=[CH:22][CH:21]=[CH:20][C:17]=1[CH2:18]Br, predict the reaction product. The product is: [CH:1]12[CH2:7][CH:4]([CH2:5][CH2:6]1)[CH2:3][CH:2]2[N:8]1[C:11](=[O:12])[C:10]([CH3:14])([CH3:13])[N:9]1[CH2:18][C:17]1[CH:20]=[CH:21][CH:22]=[C:23]([Cl:24])[C:16]=1[Cl:15]. (3) The product is: [CH3:15][O:14][C:8]1[CH:9]=[C:10]([O:12][CH3:13])[CH:11]=[C:2]2[C:3]=1[CH2:4][NH:21][CH:20]=[N:1]2. Given the reactants [NH2:1][C:2]1[CH:11]=[C:10]([O:12][CH3:13])[CH:9]=[C:8]([O:14][CH3:15])[C:3]=1[C:4](OC)=O.C(O)(=O)C.[CH:20](N)=[NH:21], predict the reaction product. (4) Given the reactants [F-].[K+].C1(P(C2CCCCC2)C2(N(C)C)CC=CC=C2C2C=CC=CC=2)CCCCC1.[CH2:31]([NH:33][CH2:34][CH3:35])[CH3:32].Br[CH2:37][C:38]([NH2:40])=[O:39], predict the reaction product. The product is: [CH2:31]([N:33]([CH2:34][CH3:35])[CH2:37][C:38]([NH2:40])=[O:39])[CH3:32]. (5) Given the reactants [CH2:1]([OH:8])[C:2]1[CH:7]=[CH:6][CH:5]=[CH:4][CH:3]=1.Cl[S:10]([N:13]=[C:14]=[O:15])(=[O:12])=[O:11].[S:16]1[CH:20]=[CH:19][CH:18]=[C:17]1[CH2:21][CH2:22][NH2:23].Cl, predict the reaction product. The product is: [S:16]1[CH:20]=[CH:19][CH:18]=[C:17]1[CH2:21][CH2:22][NH:23][S:10]([NH:13][C:14](=[O:15])[O:8][CH2:1][C:2]1[CH:7]=[CH:6][CH:5]=[CH:4][CH:3]=1)(=[O:12])=[O:11]. (6) Given the reactants [N+:1]([C:4]1[CH:9]=[CH:8][C:7]([N:10]=[C:11]=S)=[CH:6][CH:5]=1)([O-:3])=[O:2].[NH2:13][C:14]1[CH:19]=[CH:18][CH:17]=[CH:16][C:15]=1[OH:20].NC(N)=S.C(N(CC)CC)C, predict the reaction product. The product is: [N+:1]([C:4]1[CH:9]=[CH:8][C:7]([NH:10][C:11]2[O:20][C:15]3[CH:16]=[CH:17][CH:18]=[CH:19][C:14]=3[N:13]=2)=[CH:6][CH:5]=1)([O-:3])=[O:2].